From a dataset of Reaction yield outcomes from USPTO patents with 853,638 reactions. Predict the reaction yield, written as a fraction of the theoretical maximum amount of product (1.0 means a 100% yield; for example, 0.34 means a 34% yield). (1) The reactants are [CH:1]1([C:4]2[C:13]3[C:8](=[CH:9][CH:10]=[CH:11][CH:12]=3)[C:7]([NH2:14])=[CH:6][CH:5]=2)[CH2:3][CH2:2]1.C(=O)(O)[O-].[Na+].[C:20](Cl)(Cl)=[S:21]. The catalyst is ClCCl. The product is [CH:1]1([C:4]2[C:13]3[C:8](=[CH:9][CH:10]=[CH:11][CH:12]=3)[C:7]([N:14]=[C:20]=[S:21])=[CH:6][CH:5]=2)[CH2:3][CH2:2]1. The yield is 0.990. (2) The reactants are [F:1][C:2]1[CH:7]=[CH:6][C:5]([NH:8][C:9]([C:11]2([C:14]([NH:16][C:17]3[CH:22]=[CH:21][C:20]([O:23][C:24]4[C:33]5[C:28](=[CH:29][C:30]([OH:36])=[C:31]([O:34][CH3:35])[CH:32]=5)[N:27]=[CH:26][CH:25]=4)=[C:19]([F:37])[CH:18]=3)=[O:15])[CH2:13][CH2:12]2)=[O:10])=[CH:4][CH:3]=1.[CH2:38]([N:40]([CH2:44][CH3:45])[CH2:41][CH2:42]O)[CH3:39].C1C=CC(P(C2C=CC=CC=2)C2C=CC=CC=2)=CC=1.CC(OC(/N=N/C(OC(C)C)=O)=O)C. The catalyst is C(Cl)Cl. The product is [CH2:38]([N:40]([CH2:44][CH3:45])[CH2:41][CH2:42][O:36][C:30]1[CH:29]=[C:28]2[C:33]([C:24]([O:23][C:20]3[CH:21]=[CH:22][C:17]([NH:16][C:14]([C:11]4([C:9]([NH:8][C:5]5[CH:6]=[CH:7][C:2]([F:1])=[CH:3][CH:4]=5)=[O:10])[CH2:12][CH2:13]4)=[O:15])=[CH:18][C:19]=3[F:37])=[CH:25][CH:26]=[N:27]2)=[CH:32][C:31]=1[O:34][CH3:35])[CH3:39]. The yield is 0.340. (3) The reactants are C(OC([N:8]1[CH2:13][CH2:12][CH:11]([NH:14][C:15]([NH:17][C:18]2[CH:19]=[C:20]3[C:25](=[CH:26][CH:27]=2)[N:24]=[C:23]([NH:28][C@H:29]2[C:37]4[C:32](=[CH:33][CH:34]=[CH:35][CH:36]=4)[CH2:31][CH2:30]2)[CH:22]=[CH:21]3)=[O:16])[CH2:10][CH2:9]1)=O)(C)(C)C.FC(F)(F)C(O)=O.C(=O)([O-])[O-].[Na+].[Na+]. The catalyst is C(Cl)Cl.O. The product is [C@H:29]1([NH:28][C:23]2[CH:22]=[CH:21][C:20]3[C:25](=[CH:26][CH:27]=[C:18]([NH:17][C:15]([NH:14][CH:11]4[CH2:12][CH2:13][NH:8][CH2:9][CH2:10]4)=[O:16])[CH:19]=3)[N:24]=2)[C:37]2[C:32](=[CH:33][CH:34]=[CH:35][CH:36]=2)[CH2:31][CH2:30]1. The yield is 0.310. (4) The catalyst is C(Cl)Cl. The product is [CH3:1][O:2][C:3]1[N:4]=[N:5][C:6]([C:12]2[CH:17]=[CH:16][N:15]=[CH:14][CH:13]=2)=[CH:7][C:8]=1[C:9](=[O:11])[CH3:10]. The reactants are [CH3:1][O:2][C:3]1[N:4]=[N:5][C:6]([C:12]2[CH:17]=[CH:16][N:15]=[CH:14][CH:13]=2)=[CH:7][C:8]=1[CH:9]([OH:11])[CH3:10].CC(OI1(OC(C)=O)(OC(C)=O)OC(=O)C2C1=CC=CC=2)=O. The yield is 0.920. (5) The reactants are C[O:2][C:3]([CH:5]1[CH2:9][CH:8]([CH2:10][CH2:11][CH2:12][C:13]([F:16])([F:15])[CH3:14])[CH2:7][N:6]1[C:17]([O:19][C:20]([CH3:23])([CH3:22])[CH3:21])=[O:18])=[O:4].O.[OH-].[Li+]. The catalyst is C1COCC1.O. The product is [C:20]([O:19][C:17]([N:6]1[CH2:7][CH:8]([CH2:10][CH2:11][CH2:12][C:13]([F:15])([F:16])[CH3:14])[CH2:9][CH:5]1[C:3]([OH:4])=[O:2])=[O:18])([CH3:21])([CH3:22])[CH3:23]. The yield is 0.960. (6) The reactants are [CH3:1][OH:2].[Cl:3][C:4]1[CH:5]=[CH:6][C:7]([F:13])=[C:8]([CH:12]=1)[C:9](Cl)=[O:10]. The catalyst is ClCCl. The product is [CH3:1][O:2][C:9](=[O:10])[C:8]1[CH:12]=[C:4]([Cl:3])[CH:5]=[CH:6][C:7]=1[F:13]. The yield is 1.00. (7) The reactants are C([O:5][C:6](=[O:23])[CH:7]([NH:12][C:13]([O:15][CH2:16][C:17]1[CH:22]=[CH:21][CH:20]=[CH:19][CH:18]=1)=[O:14])[CH:8]([CH3:11])[CH2:9]O)(C)(C)C. The catalyst is C(O)(C(F)(F)F)=O. The product is [CH2:16]([O:15][C:13](=[O:14])[NH:12][CH:7]1[CH:8]([CH3:11])[CH2:9][O:23][C:6]1=[O:5])[C:17]1[CH:18]=[CH:19][CH:20]=[CH:21][CH:22]=1. The yield is 0.800. (8) The reactants are [Cl:1][C:2]1[CH:7]=[C:6](I)[C:5]([Cl:9])=[CH:4][N:3]=1.[NH2:10][C:11]1[CH:21]=[CH:20][CH:19]=[CH:18][C:12]=1[C:13]([NH:15][O:16][CH3:17])=[O:14].[O-]P([O-])([O-])=O.[K+].[K+].[K+]. The catalyst is O1CCOCC1.CC([O-])=O.CC([O-])=O.[Pd+2].C1C=CC(P(C2C(OC3C(P(C4C=CC=CC=4)C4C=CC=CC=4)=CC=CC=3)=CC=CC=2)C2C=CC=CC=2)=CC=1. The product is [Cl:1][C:2]1[CH:7]=[C:6]([NH:10][C:11]2[CH:21]=[CH:20][CH:19]=[CH:18][C:12]=2[C:13]([NH:15][O:16][CH3:17])=[O:14])[C:5]([Cl:9])=[CH:4][N:3]=1. The yield is 0.530. (9) The reactants are [F:1][C:2]1[CH:7]=[C:6]([F:8])[CH:5]=[CH:4][C:3]=1[N:9]1[C:13]([C:14]2[S:23][C:22]3[C:21]4[N:24]=[C:25]([C:28]5[CH:29]=[N:30][C:31](F)=[CH:32][CH:33]=5)[CH:26]=[CH:27][C:20]=4[O:19][CH2:18][CH2:17][C:16]=3[CH:15]=2)=[N:12][CH:11]=[N:10]1.[CH3:35][O:36][CH2:37][CH2:38][NH2:39].CCN(C(C)C)C(C)C. The catalyst is CN1C(=O)CCC1. The product is [F:1][C:2]1[CH:7]=[C:6]([F:8])[CH:5]=[CH:4][C:3]=1[N:9]1[C:13]([C:14]2[S:23][C:22]3[C:21]4[N:24]=[C:25]([C:28]5[CH:33]=[CH:32][C:31]([NH:39][CH2:38][CH2:37][O:36][CH3:35])=[N:30][CH:29]=5)[CH:26]=[CH:27][C:20]=4[O:19][CH2:18][CH2:17][C:16]=3[CH:15]=2)=[N:12][CH:11]=[N:10]1. The yield is 0.200.